Dataset: Full USPTO retrosynthesis dataset with 1.9M reactions from patents (1976-2016). Task: Predict the reactants needed to synthesize the given product. Given the product [O:101]=[C:98]1[CH:99]=[CH:100][C:96](=[O:95])[N:97]1[CH2:102][CH2:103][CH2:104][CH2:105][CH2:106][C:107]([NH:109][NH:110][C:79](=[O:78])[CH2:92][CH2:90][CH2:91][CH2:11][CH:9]([CH3:10])[C@@H:8]([C:12]([NH:14][C@H:15]([C:19]([N:21]([C@@H:23]([C@@H:57]([CH3:60])[CH2:58][CH3:59])[C@H:24]([O:55][CH3:56])[CH2:25][C:26]([N:28]1[CH2:32][CH2:31][CH2:30][C@H:29]1[C@H:33]([O:53][CH3:54])[C@@H:34]([CH3:52])[C:35]([NH:37][C@@H:38]([CH2:42][C:43]1[C:51]2[C:46](=[CH:47][CH:48]=[CH:49][CH:50]=2)[NH:45][CH:44]=1)[C:39]([NH2:41])=[O:40])=[O:36])=[O:27])[CH3:22])=[O:20])[CH:16]([CH3:18])[CH3:17])=[O:13])[NH:7][CH3:61])=[O:108], predict the reactants needed to synthesize it. The reactants are: C(CCC[N:7]([CH3:61])[C@H:8]([C:12]([NH:14][C@H:15]([C:19]([N:21]([C@@H:23]([C@@H:57]([CH3:60])[CH2:58][CH3:59])[C@H:24]([O:55][CH3:56])[CH2:25][C:26]([N:28]1[CH2:32][CH2:31][CH2:30][C@H:29]1[C@H:33]([O:53][CH3:54])[C@@H:34]([CH3:52])[C:35]([NH:37][C@@H:38]([CH2:42][C:43]1[C:51]2[C:46](=[CH:47][CH:48]=[CH:49][CH:50]=2)[NH:45][CH:44]=1)[C:39]([NH2:41])=[O:40])=[O:36])=[O:27])[CH3:22])=[O:20])[CH:16]([CH3:18])[CH3:17])=[O:13])[CH:9]([CH3:11])[CH3:10])(O)=O.F[P-](F)(F)(F)(F)F.N1([O:78][C:79](N(C)C)=[N+](C)C)C2N=CC=CC=2N=N1.C(N(CC)[CH:90]([CH3:92])[CH3:91])(C)C.[O:95]=[C:96]1[CH:100]=[CH:99][C:98](=[O:101])[N:97]1[CH2:102][CH2:103][CH2:104][CH2:105][CH2:106][C:107]([NH:109][NH2:110])=[O:108].